This data is from Reaction yield outcomes from USPTO patents with 853,638 reactions. The task is: Predict the reaction yield, written as a fraction of the theoretical maximum amount of product (1.0 means a 100% yield; for example, 0.34 means a 34% yield). (1) The reactants are C[O:2][C:3]1[CH:4]=[C:5]2[C:10](=[CH:11][CH:12]=1)[C:9]([CH3:17])([C:13]([F:16])([F:15])[F:14])[O:8][CH2:7][CH2:6]2.Br. The catalyst is CC(O)=O. The product is [OH:2][C:3]1[CH:4]=[C:5]2[C:10](=[CH:11][CH:12]=1)[C:9]([CH3:17])([C:13]([F:16])([F:14])[F:15])[O:8][CH2:7][CH2:6]2. The yield is 1.00. (2) The reactants are C[N:2](C)/[CH:3]=[CH:4]/[C:5]([C:7]1[C:12](=[O:13])[CH:11]=[CH:10][N:9]([C:14]2[CH:19]=[CH:18][CH:17]=[C:16]([S:20]([CH3:23])(=[O:22])=[O:21])[CH:15]=2)[N:8]=1)=O.[C:25]1([NH:31]N)[CH:30]=[CH:29][CH:28]=[CH:27][CH:26]=1. No catalyst specified. The product is [CH3:23][S:20]([C:16]1[CH:15]=[C:14]([N:9]2[CH:10]=[CH:11][C:12](=[O:13])[C:7]([C:5]3[N:31]([C:25]4[CH:30]=[CH:29][CH:28]=[CH:27][CH:26]=4)[N:2]=[CH:3][CH:4]=3)=[N:8]2)[CH:19]=[CH:18][CH:17]=1)(=[O:22])=[O:21]. The yield is 0.470. (3) The reactants are [CH2:1]([C:3]1[N:12]([CH2:13][CH2:14]O)[C:11](=[O:16])[C:10]2[C:5](=[CH:6][CH:7]=[CH:8][CH:9]=2)[N:4]=1)[CH3:2].S(Cl)([Cl:19])=O.C(Cl)(Cl)Cl. The catalyst is CCCCCC. The product is [Cl:19][CH2:14][CH2:13][N:12]1[C:11](=[O:16])[C:10]2[C:5](=[CH:6][CH:7]=[CH:8][CH:9]=2)[N:4]=[C:3]1[CH2:1][CH3:2]. The yield is 0.328. (4) The reactants are [F:1][C:2]1[CH:3]=[C:4]([CH:8]=[CH:9][C:10]=1[O:11][C:12]1[CH:17]=[C:16]([C:18]2[NH:19][C:20]([C:23]3[S:24][CH:25]=[CH:26][N:27]=3)=[CH:21][CH:22]=2)[CH:15]=[C:14]([O:28][C@@H:29]([CH3:33])[CH2:30][O:31][CH3:32])[CH:13]=1)[C:5]([OH:7])=O.N.CC[N:37]=C=NCCCN(C)C.Cl.C1C=CC2N(O)N=NC=2C=1.O. The catalyst is ClCCl.O. The product is [F:1][C:2]1[CH:3]=[C:4]([CH:8]=[CH:9][C:10]=1[O:11][C:12]1[CH:17]=[C:16]([C:18]2[NH:19][C:20]([C:23]3[S:24][CH:25]=[CH:26][N:27]=3)=[CH:21][CH:22]=2)[CH:15]=[C:14]([O:28][C@@H:29]([CH3:33])[CH2:30][O:31][CH3:32])[CH:13]=1)[C:5]([NH2:37])=[O:7]. The yield is 0.280. (5) The reactants are CO.C1(C)C=CC(S([O-])(=O)=O)=CC=1.[NH+]1C=CC=CC=1.[CH3:20][O:21][N:22]=[C:23]([C:37]1[CH:41]=[C:40]([CH3:42])[O:39][N:38]=1)[C:24]1[CH:29]=[CH:28][CH:27]=[CH:26][C:25]=1[CH2:30][O:31]C(OCC)C. The catalyst is [Cl-].[Na+].O. The product is [CH3:20][O:21][N:22]=[C:23]([C:37]1[CH:41]=[C:40]([CH3:42])[O:39][N:38]=1)[C:24]1[CH:29]=[CH:28][CH:27]=[CH:26][C:25]=1[CH2:30][OH:31]. The yield is 0.921. (6) The reactants are [CH3:1][O:2][C:3]1[CH:4]=[C:5]([CH:9]=[O:10])[CH:6]=[N:7][CH:8]=1.[F:11][C:12]([Si](C)(C)C)([F:14])[F:13].[F-].C([N+](CCCC)(CCCC)CCCC)CCC. The catalyst is O1CCCC1. The product is [CH3:1][O:2][C:3]1[CH:8]=[N:7][CH:6]=[C:5]([CH:9]([OH:10])[C:12]([F:14])([F:13])[F:11])[CH:4]=1. The yield is 1.00.